Predict the reaction yield, written as a fraction of the theoretical maximum amount of product (1.0 means a 100% yield; for example, 0.34 means a 34% yield). From a dataset of Reaction yield outcomes from USPTO patents with 853,638 reactions. (1) The reactants are Cl[C:2]1[CH:3]=[CH:4][C:5]2[C:14]3[CH:13]=[C:12]4[CH2:15][CH2:16][CH2:17][C:18](=[O:19])[C:11]4=[CH:10][C:9]=3[O:8][CH2:7][C:6]=2[CH:20]=1.P([O-])([O-])([O-])=O.[K+].[K+].[K+].CC(C1C=C(C(C)C)C(C2C=CC=CC=2P(C2CCCCC2)C2CCCCC2)=C(C(C)C)C=1)C.[Si:63]([C:67]#[CH:68])([CH3:66])([CH3:65])[CH3:64]. The catalyst is CC#N.CC#N.Cl[Pd]Cl.C(#N)C. The product is [CH3:64][Si:63]([C:67]#[C:68][C:2]1[CH:3]=[CH:4][C:5]2[C:14]3[CH:13]=[C:12]4[CH2:15][CH2:16][CH2:17][C:18](=[O:19])[C:11]4=[CH:10][C:9]=3[O:8][CH2:7][C:6]=2[CH:20]=1)([CH3:66])[CH3:65]. The yield is 0.334. (2) The reactants are Cl[C:2]1[N:10]=[C:9]2[C:5]([N:6]=[C:7]([CH2:12][CH2:13][N:14]3[CH2:19][CH2:18][CH:17]([C:20]([OH:23])([CH3:22])[CH3:21])[CH2:16][CH2:15]3)[N:8]2[CH3:11])=[C:4]([N:24]2[CH2:29][CH2:28][O:27][CH2:26][CH2:25]2)[N:3]=1.[CH3:30][C:31]1[NH:32][C:33]2[CH:39]=[CH:38][CH:37]=[CH:36][C:34]=2[N:35]=1.CC(C1C=C(C(C)C)C(C2C=CC=CC=2P(C2CCCCC2)C2CCCCC2)=C(C(C)C)C=1)C.C([O-])([O-])=O.[Cs+].[Cs+]. The catalyst is O1CCOCC1.C1C=CC(/C=C/C(/C=C/C2C=CC=CC=2)=O)=CC=1.C1C=CC(/C=C/C(/C=C/C2C=CC=CC=2)=O)=CC=1.C1C=CC(/C=C/C(/C=C/C2C=CC=CC=2)=O)=CC=1.[Pd].[Pd]. The product is [CH3:11][N:8]1[C:7]([CH2:12][CH2:13][N:14]2[CH2:19][CH2:18][CH:17]([C:20]([OH:23])([CH3:21])[CH3:22])[CH2:16][CH2:15]2)=[N:6][C:5]2[C:9]1=[N:10][C:2]([N:32]1[C:33]3[CH:39]=[CH:38][CH:37]=[CH:36][C:34]=3[N:35]=[C:31]1[CH3:30])=[N:3][C:4]=2[N:24]1[CH2:29][CH2:28][O:27][CH2:26][CH2:25]1. The yield is 0.430. (3) The reactants are [Cl:1][C:2]1[N:6]([C:7]2[N:11]([CH3:12])[N:10]=[CH:9][C:8]=2[Cl:13])[CH:5]=[C:4]([C:14]([NH:16][C@@H:17]([CH2:30][C:31]2[CH:36]=[CH:35][CH:34]=[C:33]([F:37])[CH:32]=2)[CH2:18][N:19]2C(=O)C3C(=CC=CC=3)C2=O)=[O:15])[CH:3]=1.NN. The catalyst is O1CCCC1.CO. The product is [NH2:19][CH2:18][C@@H:17]([NH:16][C:14]([C:4]1[CH:3]=[C:2]([Cl:1])[N:6]([C:7]2[N:11]([CH3:12])[N:10]=[CH:9][C:8]=2[Cl:13])[CH:5]=1)=[O:15])[CH2:30][C:31]1[CH:36]=[CH:35][CH:34]=[C:33]([F:37])[CH:32]=1. The yield is 0.381. (4) The reactants are [CH2:1]([N:3]1[C:11]2[C:6](=[CH:7][CH:8]=[C:9]([O:12][CH3:13])[CH:10]=2)[C:5]([C:14]#[N:15])=[C:4]1[I:16])[CH3:2].[N+:17]([O-])([OH:19])=[O:18]. The catalyst is C(O)(=O)C. The product is [CH2:1]([N:3]1[C:11]2[C:6](=[CH:7][C:8]([N+:17]([O-:19])=[O:18])=[C:9]([O:12][CH3:13])[CH:10]=2)[C:5]([C:14]#[N:15])=[C:4]1[I:16])[CH3:2]. The yield is 0.290. (5) The reactants are CS(Cl)(=O)=O.[CH2:6]([O:13][C@@H:14]1[C@H:19](O)[C@H:18]([CH2:21][CH3:22])[CH2:17][O:16][CH2:15]1)[C:7]1[CH:12]=[CH:11][CH:10]=[CH:9][CH:8]=1.ClCCl.[N-:26]=[N+:27]=[N-:28].[Na+]. The catalyst is N1C=CC=CC=1.C(OCC)(=O)C. The product is [N:26]([C@H:19]1[C@H:18]([CH2:21][CH3:22])[CH2:17][O:16][CH2:15][C@@H:14]1[O:13][CH2:6][C:7]1[CH:12]=[CH:11][CH:10]=[CH:9][CH:8]=1)=[N+:27]=[N-:28]. The yield is 0.810.